From a dataset of Full USPTO retrosynthesis dataset with 1.9M reactions from patents (1976-2016). Predict the reactants needed to synthesize the given product. (1) Given the product [CH3:1][O:2][C:3]1[CH:9]=[C:8]([C:20]2[CH:21]=[N:22][N:23]([CH3:25])[CH:24]=2)[CH:7]=[CH:6][C:4]=1[NH2:5], predict the reactants needed to synthesize it. The reactants are: [CH3:1][O:2][C:3]1[CH:9]=[C:8](B2OC(C)(C)C(C)(C)O2)[CH:7]=[CH:6][C:4]=1[NH2:5].Br[C:20]1[CH:21]=[N:22][N:23]([CH3:25])[CH:24]=1.C(Cl)Cl.C(=O)([O-])[O-].[Na+].[Na+]. (2) Given the product [Br:2][C:3]1[CH:4]=[CH:5][C:6]([CH:9]2[CH2:13][CH2:12][N:11]([CH3:14])[CH2:10]2)=[CH:7][CH:8]=1, predict the reactants needed to synthesize it. The reactants are: Cl.[Br:2][C:3]1[CH:8]=[CH:7][C:6]([CH:9]2[CH2:13][CH2:12][NH:11][CH2:10]2)=[CH:5][CH:4]=1.[CH2:14](N(CC)CC)C.C=O.C(O[BH-](OC(=O)C)OC(=O)C)(=O)C.[Na+]. (3) Given the product [CH:1]1([C:7]2([CH3:15])[N:11]([CH3:12])[C:10](=[O:13])[N:9]([CH2:17][C:18](=[O:19])[C:20]3[CH:25]=[CH:24][CH:23]=[CH:22][CH:21]=3)[C:8]2=[O:14])[CH2:6][CH2:5][CH:4]=[CH:3][CH2:2]1, predict the reactants needed to synthesize it. The reactants are: [CH:1]1([C:7]2([CH3:15])[N:11]([CH3:12])[C:10](=[O:13])[NH:9][C:8]2=[O:14])[CH2:6][CH2:5][CH:4]=[CH:3][CH2:2]1.Br[CH2:17][C:18]([C:20]1[CH:25]=[CH:24][CH:23]=[CH:22][CH:21]=1)=[O:19]. (4) Given the product [OH:8][N:9]1[C:14]2[N:15]=[CH:16][N:17]=[C:18]([CH3:19])[C:13]=2[C:12]([NH:20][CH2:21][C:22]2[CH:23]=[N:24][C:25]([N:28]3[CH2:29][CH2:30][CH2:31][CH2:32][CH2:33]3)=[CH:26][CH:27]=2)=[CH:11][C:10]1=[O:34], predict the reactants needed to synthesize it. The reactants are: C([O:8][N:9]1[C:14]2[N:15]=[CH:16][N:17]=[C:18]([CH3:19])[C:13]=2[C:12]([NH:20][CH2:21][C:22]2[CH:23]=[N:24][C:25]([N:28]3[CH2:33][CH2:32][CH2:31][CH2:30][CH2:29]3)=[CH:26][CH:27]=2)=[CH:11][C:10]1=[O:34])C1C=CC=CC=1.CO.[H][H].